From a dataset of Blood-brain barrier penetration binary classification data from Martins et al.. Regression/Classification. Given a drug SMILES string, predict its absorption, distribution, metabolism, or excretion properties. Task type varies by dataset: regression for continuous measurements (e.g., permeability, clearance, half-life) or binary classification for categorical outcomes (e.g., BBB penetration, CYP inhibition). Dataset: bbb_martins. The molecule is C[C@]12C[C@H](O)[C@@]3(F)[C@@H](CCC4=CC(=O)C=C[C@@]43C)[C@@H]1C[C@@H](O)[C@]2(O)C(=O)CO. The result is 0 (does not penetrate BBB).